Task: Predict the reactants needed to synthesize the given product.. Dataset: Full USPTO retrosynthesis dataset with 1.9M reactions from patents (1976-2016) (1) Given the product [C:4]([C:8]1[O:9][CH:10]=[C:11]([CH2:13][C:1]#[N:2])[N:12]=1)([CH3:7])([CH3:6])[CH3:5], predict the reactants needed to synthesize it. The reactants are: [C-:1]#[N:2].[Na+].[C:4]([C:8]1[O:9][CH:10]=[C:11]([CH2:13]Cl)[N:12]=1)([CH3:7])([CH3:6])[CH3:5].[OH-].[Na+]. (2) Given the product [F:20][C:21]1[CH:29]=[CH:28][C:24]([C:25]([N:7]2[CH2:6][CH:5]3[CH2:1][N:2]([C:9]4[CH:14]=[C:13]([O:15][CH3:16])[N:12]=[C:11]([N:17]([CH3:18])[CH3:19])[N:10]=4)[CH2:3][CH:4]3[CH2:8]2)=[O:26])=[C:23]([N:30]2[N:34]=[CH:33][CH:32]=[N:31]2)[CH:22]=1, predict the reactants needed to synthesize it. The reactants are: [CH2:1]1[CH:5]2[CH2:6][NH:7][CH2:8][CH:4]2[CH2:3][N:2]1[C:9]1[CH:14]=[C:13]([O:15][CH3:16])[N:12]=[C:11]([N:17]([CH3:19])[CH3:18])[N:10]=1.[F:20][C:21]1[CH:29]=[CH:28][C:24]([C:25](O)=[O:26])=[C:23]([N:30]2[N:34]=[CH:33][CH:32]=[N:31]2)[CH:22]=1.CN(C(ON1N=NC2C=CC=NC1=2)=[N+](C)C)C.F[P-](F)(F)(F)(F)F.CCN(C(C)C)C(C)C.